This data is from Peptide-MHC class I binding affinity with 185,985 pairs from IEDB/IMGT. The task is: Regression. Given a peptide amino acid sequence and an MHC pseudo amino acid sequence, predict their binding affinity value. This is MHC class I binding data. (1) The peptide sequence is IPVSTNGKI. The MHC is HLA-A69:01 with pseudo-sequence HLA-A69:01. The binding affinity (normalized) is 0.0847. (2) The MHC is HLA-A29:02 with pseudo-sequence HLA-A29:02. The peptide sequence is RRVRRRVLV. The binding affinity (normalized) is 0.213. (3) The peptide sequence is WPYIACRTS. The MHC is HLA-A32:01 with pseudo-sequence HLA-A32:01. The binding affinity (normalized) is 0. (4) The peptide sequence is IVSLCPTKK. The MHC is HLA-A03:01 with pseudo-sequence HLA-A03:01. The binding affinity (normalized) is 0.543. (5) The peptide sequence is PHAATIRVL. The MHC is HLA-B35:01 with pseudo-sequence HLA-B35:01. The binding affinity (normalized) is 0.0847. (6) The peptide sequence is KETINEEAA. The MHC is HLA-A23:01 with pseudo-sequence HLA-A23:01. The binding affinity (normalized) is 0.